Dataset: Rat liver microsome stability data. Task: Regression/Classification. Given a drug SMILES string, predict its absorption, distribution, metabolism, or excretion properties. Task type varies by dataset: regression for continuous measurements (e.g., permeability, clearance, half-life) or binary classification for categorical outcomes (e.g., BBB penetration, CYP inhibition). Dataset: rlm. (1) The result is 0 (unstable in rat liver microsomes). The molecule is NC(=O)C1CCN(c2nc(-c3cccnc3)cs2)CC1. (2) The drug is CS(=O)(=O)c1cccc(Oc2cccc(-c3c(Cc4ccccc4)nc4c(C(F)(F)F)cccn34)c2)c1. The result is 1 (stable in rat liver microsomes). (3) The molecule is O=C(Nc1ccncc1)[C@H](Cc1c[nH]c2ccccc12)NCc1ccccc1F. The result is 0 (unstable in rat liver microsomes). (4) The compound is CC(=O)N1CCC(CN2CCC(CNC(=O)c3cccc4[nH]c(C(C)C)nc34)CC2)CC1. The result is 0 (unstable in rat liver microsomes). (5) The molecule is O=C(CN1CCC(N2C(=O)OCc3ccccc32)CC1)Nc1ccc(C2CCCCC2)cc1. The result is 1 (stable in rat liver microsomes).